From a dataset of Forward reaction prediction with 1.9M reactions from USPTO patents (1976-2016). Predict the product of the given reaction. Given the reactants [NH:1]1[C:5]2=[N:6][CH:7]=[C:8]([NH:10][C:11]3[C:12]4[C:19]5[CH2:20][CH2:21][C@H:22]([C:24]([OH:26])=O)[CH2:23][C:18]=5[S:17][C:13]=4[N:14]=[CH:15][N:16]=3)[CH:9]=[C:4]2[CH:3]=[N:2]1.[CH2:27]1[C:30]2([CH2:33][NH:32][CH2:31]2)[CH2:29][O:28]1, predict the reaction product. The product is: [CH2:27]1[C:30]2([CH2:33][N:32]([C:24]([C@H:22]3[CH2:21][CH2:20][C:19]4[C:12]5[C:11]([NH:10][C:8]6[CH:9]=[C:4]7[CH:3]=[N:2][NH:1][C:5]7=[N:6][CH:7]=6)=[N:16][CH:15]=[N:14][C:13]=5[S:17][C:18]=4[CH2:23]3)=[O:26])[CH2:31]2)[CH2:29][O:28]1.